Dataset: Peptide-MHC class II binding affinity with 134,281 pairs from IEDB. Task: Regression. Given a peptide amino acid sequence and an MHC pseudo amino acid sequence, predict their binding affinity value. This is MHC class II binding data. The peptide sequence is KGDEQKLRSAGELEL. The MHC is HLA-DQA10401-DQB10402 with pseudo-sequence HLA-DQA10401-DQB10402. The binding affinity (normalized) is 0.238.